From a dataset of Catalyst prediction with 721,799 reactions and 888 catalyst types from USPTO. Predict which catalyst facilitates the given reaction. Reactant: [C:1](=[O:4])([O-:3])[O-:2].[Na+].[Na+].[CH2:7]=[CH:8][CH2:9][NH2:10].[CH2:11]1[O:13][CH:12]1[CH2:14][Cl:15].Cl. Product: [CH2:7]=[CH:8][CH2:9][NH3+:10].[CH2:11]1[O:13][CH:12]1[CH2:14][Cl:15].[C:1]([O-:4])([OH:3])=[O:2]. The catalyst class is: 6.